The task is: Predict the reactants needed to synthesize the given product.. This data is from Full USPTO retrosynthesis dataset with 1.9M reactions from patents (1976-2016). (1) Given the product [C:1]([O:5][C:6]([NH:8][CH2:9][CH2:10][CH2:11][C:12]([O:14][CH3:15])=[O:13])=[O:7])([CH3:4])([CH3:2])[CH3:3], predict the reactants needed to synthesize it. The reactants are: [C:1]([O:5][C:6]([NH:8][CH2:9][CH2:10][CH2:11][C:12]([OH:14])=[O:13])=[O:7])([CH3:4])([CH3:3])[CH3:2].[C:15]([O-])([O-])=O.[K+].[K+].CI. (2) Given the product [C:8]([O:11][C@@H:12]1[C@@H:24]([N:25]=[N+:26]=[N-:27])[C@@H:23]([O:28][C:1](=[O:3])[CH3:2])[C@@H:22]([CH2:29][O:30][C:39](=[O:40])[CH3:38])[O:21][C@H:13]1[S:14][C:15]1[CH:16]=[CH:17][CH:18]=[CH:19][CH:20]=1)(=[O:10])[CH3:9], predict the reactants needed to synthesize it. The reactants are: [C:1](OC(=O)C)(=[O:3])[CH3:2].[C:8]([O:11][C@@H:12]1[C@@H:24]([N:25]=[N+:26]=[N-:27])[C@@H:23]([OH:28])[C@@H:22]([CH2:29][OH:30])[O:21][C@H:13]1[S:14][C:15]1[CH:20]=[CH:19][CH:18]=[CH:17][CH:16]=1)(=[O:10])[CH3:9].CCCCCCC.[CH3:38][CH2:39][O:40]C(C)=O. (3) Given the product [Br:20][C:21]1[CH:22]=[C:23]2[C:27](=[C:28]([Br:30])[CH:29]=1)[N:26]([C:31]1[C:36]3[N:37]=[N:38][N:39]([C@H:40]([CH2:45][O:46][CH3:47])[CH2:41][CH2:42][O:43][CH3:44])[C:35]=3[CH:34]=[C:33]([CH3:48])[N:32]=1)[CH2:25][CH2:24]2, predict the reactants needed to synthesize it. The reactants are: ClC1C2N=NN([C@H](COC)CCOC)C=2C=C(C)N=1.[Br:20][C:21]1[CH:22]=[C:23]2[C:27](=[C:28]([Br:30])[CH:29]=1)[N:26]([C:31]1[C:36]3[N:37]=[N:38][N:39]([C@H:40]([CH2:45][O:46][CH3:47])[CH2:41][CH2:42][O:43][CH3:44])[C:35]=3[CH:34]=[C:33]([CH3:48])[N:32]=1)[CH2:25][CH2:24]2.BrC1C=C2C(=C(Br)C=1)NCC2.C[Si]([N-][Si](C)(C)C)(C)C.[Na+].O. (4) Given the product [CH3:1][S:2]([C:5]1[CH:6]=[CH:7][C:8]([O:9][C:10]2[C:24]([CH:25]3[CH2:29][CH2:28][CH2:27][N:26]3[C:39](=[O:41])[CH3:38])=[CH:23][C:13]3[NH:14][C:15]([C:17]4[CH:22]=[CH:21][CH:20]=[CH:19][N:18]=4)=[N:16][C:12]=3[CH:11]=2)=[CH:30][CH:31]=1)(=[O:3])=[O:4], predict the reactants needed to synthesize it. The reactants are: [CH3:1][S:2]([C:5]1[CH:31]=[CH:30][C:8]([O:9][C:10]2[C:24]([CH:25]3[CH2:29][CH2:28][CH2:27][NH:26]3)=[CH:23][C:13]3[NH:14][C:15]([C:17]4[CH:22]=[CH:21][CH:20]=[CH:19][N:18]=4)=[N:16][C:12]=3[CH:11]=2)=[CH:7][CH:6]=1)(=[O:4])=[O:3].CCCCCC.[CH3:38][CH:39]([OH:41])C.C(NCC)C. (5) Given the product [C:24]([O:32][C@@H:33]1[C@H:37]([F:38])[C@@H:36]([CH2:39][CH:40]([P:48]([O:53][CH2:54][CH3:55])([O:50][CH2:51][CH3:52])=[O:49])[S:41][C:42]2[CH:47]=[CH:46][CH:45]=[CH:44][CH:43]=2)[O:35][C@H:34]1[N:11]1[CH:10]=[N:9][C:8]2[C:7](=[O:23])[NH:6][C:5]([NH:4][C:1](=[O:3])[CH3:2])=[N:22][C:21]1=2)(=[O:31])[C:25]1[CH:30]=[CH:29][CH:28]=[CH:27][CH:26]=1, predict the reactants needed to synthesize it. The reactants are: [C:1]([NH:4][C:5]1[NH:6][C:7](=[O:23])[C:8]2[N:9]=[CH:10][N:11]([C:21]=2[N:22]=1)[C@@H]1O[C@H](CO)[C@@H](O)[C@H]1O)(=[O:3])[CH3:2].[C:24]([O:32][C@@H:33]1[C@H:37]([F:38])[C@@H:36]([CH2:39][CH:40]([P:48]([O:53][CH2:54][CH3:55])([O:50][CH2:51][CH3:52])=[O:49])[S:41][C:42]2[CH:47]=[CH:46][CH:45]=[CH:44][CH:43]=2)[O:35][C@H:34]1OC(=O)C)(=[O:31])[C:25]1[CH:30]=[CH:29][CH:28]=[CH:27][CH:26]=1.Cl[Sn](Cl)(Cl)Cl. (6) Given the product [F:33][C:2]1([F:1])[O:6][C:5]2[CH:7]=[CH:8][C:9]([C:11]3([C:14]([NH:16][C@@H:17]4[CH2:22][CH2:21][O:20][C@H:19]([C:23]5[CH:24]=[CH:25][C:26]([C:27]([OH:29])=[O:28])=[CH:31][CH:32]=5)[CH2:18]4)=[O:15])[CH2:13][CH2:12]3)=[CH:10][C:4]=2[O:3]1, predict the reactants needed to synthesize it. The reactants are: [F:1][C:2]1([F:33])[O:6][C:5]2[CH:7]=[CH:8][C:9]([C:11]3([C:14]([NH:16][C@@H:17]4[CH2:22][CH2:21][O:20][C@H:19]([C:23]5[CH:32]=[CH:31][C:26]([C:27]([O:29]C)=[O:28])=[CH:25][CH:24]=5)[CH2:18]4)=[O:15])[CH2:13][CH2:12]3)=[CH:10][C:4]=2[O:3]1.FC1(F)OC2C=CC(C3(C(N[C@H]4CCO[C@@H](C5C=C(C=CC=5)C(OC)=O)C4)=O)CC3)=CC=2O1. (7) Given the product [CH2:23]([O:30][C:31]1[CH:36]=[C:35]([CH2:37][CH3:38])[CH:34]=[CH:33][C:32]=1[O:39][C:7]1[CH:6]=[CH:5][C:4]([N+:9]([O-:11])=[O:10])=[CH:3][C:2]=1[F:1])[C:24]1[CH:29]=[CH:28][CH:27]=[CH:26][CH:25]=1, predict the reactants needed to synthesize it. The reactants are: [F:1][C:2]1[CH:3]=[C:4]([N+:9]([O-:11])=[O:10])[CH:5]=[CH:6][C:7]=1F.COC1C=C(CC)C=CC=1O.[CH2:23]([O:30][C:31]1[CH:36]=[C:35]([CH2:37][CH3:38])[CH:34]=[CH:33][C:32]=1[OH:39])[C:24]1[CH:29]=[CH:28][CH:27]=[CH:26][CH:25]=1. (8) Given the product [NH2:1][C:2]1[C:7]2[C:8]([C:11]3[CH:16]=[CH:15][C:14]([NH:17][C:18]([C:20]4[N:21]([CH3:29])[C:22]5[C:27]([CH:28]=4)=[CH:26][CH:25]=[CH:24][CH:23]=5)=[O:19])=[C:13]([O:30][CH3:31])[CH:12]=3)=[CH:9][S:10][C:6]=2[C:5](/[CH:32]=[CH:33]/[C:34](=[O:36])[NH:54][CH2:53][CH2:52][N:46]2[CH2:51][CH2:50][CH2:49][CH2:48][CH2:47]2)=[CH:4][N:3]=1, predict the reactants needed to synthesize it. The reactants are: [NH2:1][C:2]1[C:7]2[C:8]([C:11]3[CH:16]=[CH:15][C:14]([NH:17][C:18]([C:20]4[N:21]([CH3:29])[C:22]5[C:27]([CH:28]=4)=[CH:26][CH:25]=[CH:24][CH:23]=5)=[O:19])=[C:13]([O:30][CH3:31])[CH:12]=3)=[CH:9][S:10][C:6]=2[C:5](/[CH:32]=[CH:33]/[C:34]([OH:36])=O)=[CH:4][N:3]=1.C(N(CC)C(C)C)(C)C.[N:46]1([CH2:52][CH2:53][NH2:54])[CH2:51][CH2:50][CH2:49][CH2:48][CH2:47]1.CN(C(ON1N=NC2C=CC=CC1=2)=[N+](C)C)C.F[P-](F)(F)(F)(F)F. (9) The reactants are: [NH2:1][C:2]1[CH:7]=CN=[C:4]([C:8]2[CH:9]=[C:10]([NH:15][CH2:16][CH2:17][N:18]([CH3:20])[CH3:19])[CH:11]=[C:12]([F:14])[CH:13]=2)[C:3]=1[N+:21]([O-])=O.[NH4+:24].[Cl-].[CH3:26]O. Given the product [CH3:20][N:18]([CH3:19])[CH2:17][CH2:16][NH:15][C:10]1[CH:9]=[C:8]([C:4]2[C:3]([NH2:21])=[C:2]([NH2:1])[CH:7]=[N:24][CH:26]=2)[CH:13]=[C:12]([F:14])[CH:11]=1, predict the reactants needed to synthesize it.